Dataset: Reaction yield outcomes from USPTO patents with 853,638 reactions. Task: Predict the reaction yield, written as a fraction of the theoretical maximum amount of product (1.0 means a 100% yield; for example, 0.34 means a 34% yield). (1) The reactants are Cl[C:2]1[N:3]=[C:4]2[CH:23]=[C:22]([Cl:24])[CH:21]=[N:20][C:5]2=[N:6][C:7]=1[N:8]1[CH2:11][CH:10]([NH:12][C:13](=[O:19])[O:14][C:15]([CH3:18])([CH3:17])[CH3:16])[CH2:9]1.O.[NH2:26][NH2:27]. The catalyst is CCO. The product is [Cl:24][C:22]1[CH:21]=[N:20][C:5]2=[N:6][C:7]([N:8]3[CH2:11][CH:10]([NH:12][C:13](=[O:19])[O:14][C:15]([CH3:18])([CH3:17])[CH3:16])[CH2:9]3)=[C:2]([NH:26][NH2:27])[N:3]=[C:4]2[CH:23]=1. The yield is 0.410. (2) The reactants are Cl[C:2]1[CH:3]=[C:4]([NH:11][C:12]2[CH:17]=[CH:16][CH:15]=[C:14]([N:18]3[CH2:22][CH2:21][CH2:20][CH:19]3[CH3:23])[N:13]=2)[C:5]2[N:6]([CH:8]=[CH:9][N:10]=2)[N:7]=1.[CH3:24][O:25][C:26]1[CH:27]=[C:28](B(O)O)[CH:29]=[CH:30][CH:31]=1.CC(C1C=C(C(C)C)C(C2C=CC=CC=2P(C2CCCCC2)C2CCCCC2)=C(C(C)C)C=1)C.C([O-])([O-])=O.[Na+].[Na+]. The catalyst is O1CCOCC1.O.C1C=CC(/C=C/C(/C=C/C2C=CC=CC=2)=O)=CC=1.C1C=CC(/C=C/C(/C=C/C2C=CC=CC=2)=O)=CC=1.C1C=CC(/C=C/C(/C=C/C2C=CC=CC=2)=O)=CC=1.[Pd].[Pd]. The product is [CH3:24][O:25][C:26]1[CH:31]=[C:30]([C:2]2[CH:3]=[C:4]([NH:11][C:12]3[CH:17]=[CH:16][CH:15]=[C:14]([N:18]4[CH2:22][CH2:21][CH2:20][CH:19]4[CH3:23])[N:13]=3)[C:5]3[N:6]([CH:8]=[CH:9][N:10]=3)[N:7]=2)[CH:29]=[CH:28][CH:27]=1. The yield is 0.410. (3) The catalyst is C(Cl)(Cl)Cl. The product is [CH2:13]([N:20]1[CH2:21][CH2:22][CH:23]([N:26]2[C:30]3[N:31]=[C:32]([C:41]4[CH:46]=[CH:45][C:44]([NH:47][C:5]([NH:52][CH2:51][CH2:50][N:49]([CH3:53])[CH3:48])=[O:11])=[CH:43][CH:42]=4)[N:33]=[C:34]([N:35]4[CH2:40][CH2:39][O:38][CH2:37][CH2:36]4)[C:29]=3[N:28]=[N:27]2)[CH2:24][CH2:25]1)[C:14]1[CH:19]=[CH:18][CH:17]=[CH:16][CH:15]=1. The reactants are ClC(Cl)(O[C:5](=[O:11])OC(Cl)(Cl)Cl)Cl.[CH2:13]([N:20]1[CH2:25][CH2:24][CH:23]([N:26]2[C:30]3[N:31]=[C:32]([C:41]4[CH:46]=[CH:45][C:44]([NH2:47])=[CH:43][CH:42]=4)[N:33]=[C:34]([N:35]4[CH2:40][CH2:39][O:38][CH2:37][CH2:36]4)[C:29]=3[N:28]=[N:27]2)[CH2:22][CH2:21]1)[C:14]1[CH:19]=[CH:18][CH:17]=[CH:16][CH:15]=1.[CH3:48][N:49]([CH3:53])[CH2:50][CH2:51][NH2:52].CCN(CC)CC. The yield is 0.290. (4) The reactants are O.C(O)(=O)CC(CC(O)=O)(C(O)=O)O.C(=[N:28][C:29]1([CH2:44][C:45]#[CH:46])[CH2:34][CH2:33][CH2:32][N:31]([CH2:35][O:36][CH2:37][CH2:38][Si:39]([CH3:42])([CH3:41])[CH3:40])[C:30]1=[O:43])(C1C=CC=CC=1)C1C=CC=CC=1. The catalyst is C1COCC1. The product is [NH2:28][C:29]1([CH2:44][C:45]#[CH:46])[CH2:34][CH2:33][CH2:32][N:31]([CH2:35][O:36][CH2:37][CH2:38][Si:39]([CH3:41])([CH3:40])[CH3:42])[C:30]1=[O:43]. The yield is 0.777. (5) The reactants are [NH2:1][C:2]1[CH:7]=[CH:6][C:5]([OH:8])=[C:4]([F:9])[CH:3]=1.[CH3:10][N:11]1[C:15]([CH3:16])=[C:14]([C:17](O)=[O:18])[C:13](=[O:20])[N:12]1[C:21]1[CH:26]=[CH:25][CH:24]=[CH:23][CH:22]=1.CCN=C=NCCCN(C)C.C1C=NC2N(O)N=NC=2C=1. The catalyst is C(Cl)Cl. The product is [F:9][C:4]1[CH:3]=[C:2]([NH:1][C:17]([C:14]2[C:13](=[O:20])[N:12]([C:21]3[CH:22]=[CH:23][CH:24]=[CH:25][CH:26]=3)[N:11]([CH3:10])[C:15]=2[CH3:16])=[O:18])[CH:7]=[CH:6][C:5]=1[OH:8]. The yield is 0.934. (6) The reactants are Cl[C:2]1[CH:7]=[CH:6][C:5]([C:8]([F:11])([F:10])[F:9])=[CH:4][N:3]=1.[CH2:12]([NH2:14])[CH3:13].C(=O)([O-])[O-].[K+].[K+]. The catalyst is O.C1(C)C=CC=CC=1. The product is [CH2:12]([NH:14][C:2]1[CH:7]=[CH:6][C:5]([C:8]([F:11])([F:10])[F:9])=[CH:4][N:3]=1)[CH3:13]. The yield is 0.830. (7) The reactants are COC1C=C(OC)C=CC=1C[NH:6][C:7]1[C:16]([O:17][CH3:18])=[N:15][C:14]2[C:9](=[CH:10][CH:11]=[C:12]([F:19])[CH:13]=2)[N:8]=1.FC(F)(F)C(O)=O. The catalyst is ClCCl. The product is [NH2:6][C:7]1[C:16]([O:17][CH3:18])=[N:15][C:14]2[C:9](=[CH:10][CH:11]=[C:12]([F:19])[CH:13]=2)[N:8]=1. The yield is 0.840. (8) The reactants are [Cl:1][C:2]1[C:7]([N+:8]([O-])=O)=[CH:6][CH:5]=[CH:4][C:3]=1[O:11][CH3:12].C([O-])([O-])=O.[Na+].[Na+]. The catalyst is C(O)(=O)C.C(O)C.O.[Fe]. The product is [Cl:1][C:2]1[C:3]([O:11][CH3:12])=[CH:4][CH:5]=[CH:6][C:7]=1[NH2:8]. The yield is 1.00. (9) The reactants are C[O:2][C:3](=[O:23])[CH:4]([N:11]1[C:19]2[C:14](=[CH:15][CH:16]=[C:17]([F:20])[CH:18]=2)[C:13](=[O:21])[C:12]1=[O:22])[CH2:5][CH:6]1[CH2:10][CH2:9][CH2:8][CH2:7]1.O.[OH-].[Li+]. The catalyst is O1CCCC1.O. The product is [CH:6]1([CH2:5][CH:4]([N:11]2[C:19]3[C:14](=[CH:15][CH:16]=[C:17]([F:20])[CH:18]=3)[C:13](=[O:21])[C:12]2=[O:22])[C:3]([OH:23])=[O:2])[CH2:10][CH2:9][CH2:8][CH2:7]1. The yield is 0.940. (10) The reactants are C([O:3][C:4](=[O:41])[C:5]([NH:33]C(OC(C)(C)C)=O)([CH2:19][CH2:20][N:21]1[CH2:26][CH2:25][N:24]([C:27]2[N:32]=[CH:31][CH:30]=[CH:29][N:28]=2)[CH2:23][CH2:22]1)[CH2:6][CH2:7][CH2:8][CH2:9][B:10]1[O:14]C(C)(C)C(C)(C)[O:11]1)C.[ClH:42]. The catalyst is O. The product is [ClH:42].[ClH:42].[ClH:42].[NH2:33][C:5]([CH2:19][CH2:20][N:21]1[CH2:22][CH2:23][N:24]([C:27]2[N:28]=[CH:29][CH:30]=[CH:31][N:32]=2)[CH2:25][CH2:26]1)([CH2:6][CH2:7][CH2:8][CH2:9][B:10]([OH:11])[OH:14])[C:4]([OH:41])=[O:3]. The yield is 0.830.